Dataset: Full USPTO retrosynthesis dataset with 1.9M reactions from patents (1976-2016). Task: Predict the reactants needed to synthesize the given product. (1) Given the product [C:32]([O:31][C:29](=[O:30])[CH2:28][O:1][C:2]1[C:11]2[CH2:10][CH2:9][CH2:8][C:7](=[O:12])[C:6]=2[CH:5]=[C:4]([O:13][S:14]([C:17]([F:20])([F:18])[F:19])(=[O:16])=[O:15])[CH:3]=1)([CH3:35])([CH3:34])[CH3:33], predict the reactants needed to synthesize it. The reactants are: [OH:1][C:2]1[C:11]2[CH2:10][CH2:9][CH2:8][C:7](=[O:12])[C:6]=2[CH:5]=[C:4]([O:13][S:14]([C:17]([F:20])([F:19])[F:18])(=[O:16])=[O:15])[CH:3]=1.C(=O)([O-])[O-].[Cs+].[Cs+].Br[CH2:28][C:29]([O:31][C:32]([CH3:35])([CH3:34])[CH3:33])=[O:30]. (2) Given the product [C:1]([O:5][C:6]([N:8]1[CH2:13][CH2:12][CH:11]([NH:22][CH2:21][CH2:20][N:15]2[CH2:19][CH2:18][CH2:17][CH2:16]2)[CH2:10][CH2:9]1)=[O:7])([CH3:4])([CH3:3])[CH3:2], predict the reactants needed to synthesize it. The reactants are: [C:1]([O:5][C:6]([N:8]1[CH2:13][CH2:12][C:11](=O)[CH2:10][CH2:9]1)=[O:7])([CH3:4])([CH3:3])[CH3:2].[N:15]1([CH2:20][CH2:21][NH2:22])[CH2:19][CH2:18][CH2:17][CH2:16]1. (3) Given the product [NH2:32][C@@H:28]1[CH2:29][CH2:30][CH2:31][N:26]([C:7]2[C:8]3[C:9]4[C:14](=[CH:13][C:12]([C:17]([N:19]5[CH2:24][CH2:23][N:22]([CH3:25])[CH2:21][CH2:20]5)=[O:18])=[CH:11][CH:10]=4)[NH:15][C:16]=3[C:4]([C:1]([NH2:2])=[O:3])=[CH:5][CH:6]=2)[CH2:27]1, predict the reactants needed to synthesize it. The reactants are: [C:1]([C:4]1[C:16]2[NH:15][C:14]3[C:9](=[CH:10][CH:11]=[C:12]([C:17]([N:19]4[CH2:24][CH2:23][N:22]([CH3:25])[CH2:21][CH2:20]4)=[O:18])[CH:13]=3)[C:8]=2[C:7]([N:26]2[CH2:31][CH2:30][CH2:29][C@@H:28]([NH:32]C(=O)OCC3C=CC=CC=3)[CH2:27]2)=[CH:6][CH:5]=1)(=[O:3])[NH2:2].C([O-])=O.[NH4+]. (4) Given the product [NH2:11][C:9]1[C:5]([C:3]([O:2][CH3:1])=[O:4])=[CH:6][S:7][CH:8]=1, predict the reactants needed to synthesize it. The reactants are: [CH3:1][O:2][C:3]([CH:5]1[C:9](=O)[CH2:8][S:7][CH2:6]1)=[O:4].[NH2:11]O.N. (5) Given the product [OH:8][C:9]1[CH:10]=[C:11]2[C:16](=[CH:17][CH:18]=1)[C:15](=[O:19])[N:14]([CH2:20][CH:21]([CH3:22])[CH3:23])[C:13]([CH2:24][NH:25][C:26](=[O:32])[O:27][C:28]([CH3:29])([CH3:31])[CH3:30])=[C:12]2[C:33]1[S:34][CH:35]=[CH:36][CH:37]=1, predict the reactants needed to synthesize it. The reactants are: C([O:8][C:9]1[CH:10]=[C:11]2[C:16](=[CH:17][CH:18]=1)[C:15](=[O:19])[N:14]([CH2:20][CH:21]([CH3:23])[CH3:22])[C:13]([CH2:24][NH:25][C:26](=[O:32])[O:27][C:28]([CH3:31])([CH3:30])[CH3:29])=[C:12]2[C:33]1[S:34][CH:35]=[CH:36][CH:37]=1)C1C=CC=CC=1. (6) Given the product [CH2:1]([O:8][C:9]([N:11]1[CH2:16][CH2:15][C:14]2([C:24]3[C:19](=[CH:20][CH:21]=[C:22]([C:25]([CH3:28])([CH3:27])[CH3:26])[CH:23]=3)[N:18]([C:39](=[O:40])[C:38]3[C:37]([F:36])=[CH:45][CH:44]=[CH:43][C:42]=3[F:46])[CH2:17]2)[CH2:13][CH2:12]1)=[O:10])[C:2]1[CH:7]=[CH:6][CH:5]=[CH:4][CH:3]=1, predict the reactants needed to synthesize it. The reactants are: [CH2:1]([O:8][C:9]([N:11]1[CH2:16][CH2:15][C:14]2([C:24]3[C:19](=[CH:20][CH:21]=[C:22]([C:25]([CH3:28])([CH3:27])[CH3:26])[CH:23]=3)[NH:18][CH2:17]2)[CH2:13][CH2:12]1)=[O:10])[C:2]1[CH:7]=[CH:6][CH:5]=[CH:4][CH:3]=1.CCN(CC)CC.[F:36][C:37]1[CH:45]=[CH:44][CH:43]=[C:42]([F:46])[C:38]=1[C:39](Cl)=[O:40]. (7) Given the product [C:31]([C:35]1[CH:36]=[CH:37][C:38]([C:39]([NH:4][C:3]2[CH:5]=[CH:6][CH:7]=[C:8]([C:9]3[CH:14]=[CH:13][N:12]=[C:11]4[CH:15]=[C:16]([C:18]5[CH:23]=[CH:22][C:21]([C:24]([N:26]6[CH2:30][CH2:29][CH2:28][CH2:27]6)=[O:25])=[CH:20][CH:19]=5)[O:17][C:10]=34)[C:2]=2[CH3:1])=[O:40])=[CH:42][CH:43]=1)([CH3:34])([CH3:32])[CH3:33], predict the reactants needed to synthesize it. The reactants are: [CH3:1][C:2]1[C:8]([C:9]2[CH:14]=[CH:13][N:12]=[C:11]3[CH:15]=[C:16]([C:18]4[CH:23]=[CH:22][C:21]([C:24]([N:26]5[CH2:30][CH2:29][CH2:28][CH2:27]5)=[O:25])=[CH:20][CH:19]=4)[O:17][C:10]=23)=[CH:7][CH:6]=[CH:5][C:3]=1[NH2:4].[C:31]([C:35]1[CH:43]=[CH:42][C:38]([C:39](Cl)=[O:40])=[CH:37][CH:36]=1)([CH3:34])([CH3:33])[CH3:32]. (8) Given the product [CH3:1][N:2]1[CH2:7][CH2:6][N:5]([C:8]([C:10]2[CH:11]=[CH:12][C:13]([C:16]3[CH:17]=[N:18][CH:19]=[C:20]([C:22]4[C:23]5[CH:37]=[CH:36][NH:35][C:24]=5[N:25]=[C:26]([C:28]5[CH:33]=[CH:32][CH:31]=[CH:30][N:29]=5)[N:27]=4)[CH:21]=3)=[CH:14][CH:15]=2)=[O:9])[CH2:4][CH2:3]1, predict the reactants needed to synthesize it. The reactants are: [CH3:1][N:2]1[CH2:7][CH2:6][N:5]([C:8]([C:10]2[CH:15]=[CH:14][C:13]([C:16]3[CH:17]=[N:18][CH:19]=[C:20]([C:22]4[C:23]5[CH:37]=[CH:36][NH:35][C:24]=5[N:25]=[C:26]([C:28]5[CH:33]=[CH:32][CH:31]=[C:30](C)[N:29]=5)[N:27]=4)[CH:21]=3)=[CH:12][CH:11]=2)=[O:9])[CH2:4][CH2:3]1.BrC1C=C(C2C3C=CNC=3N=C(C3C=CC=CN=3)N=2)C=NC=1.